This data is from Forward reaction prediction with 1.9M reactions from USPTO patents (1976-2016). The task is: Predict the product of the given reaction. (1) Given the reactants [F:1][C:2]1[CH:7]=[C:6]([CH3:8])[CH:5]=[C:4]([NH:9][CH:10]2[CH2:15][CH2:14][N:13]([C@H:16]3[CH2:21][CH2:20][C@H:19]([O:22][CH3:23])[CH2:18][CH2:17]3)[CH2:12][CH2:11]2)[C:3]=1[NH2:24].[Cl:25][C:26](Cl)([O:28]C(=O)OC(Cl)(Cl)Cl)Cl.C(N(C(C)C)CC)(C)C, predict the reaction product. The product is: [ClH:25].[F:1][C:2]1[C:3]2[NH:24][C:26](=[O:28])[N:9]([CH:10]3[CH2:15][CH2:14][N:13]([C@H:16]4[CH2:21][CH2:20][C@H:19]([O:22][CH3:23])[CH2:18][CH2:17]4)[CH2:12][CH2:11]3)[C:4]=2[CH:5]=[C:6]([CH3:8])[CH:7]=1. (2) Given the reactants [OH:1][C:2]1[CH:3]=[CH:4][C:5]2[N:6]([N:8]=[C:9]([NH:11][C:12]([CH:14]3[CH2:16][CH2:15]3)=[O:13])[N:10]=2)[CH:7]=1.F[C:18]1[CH:23]=[CH:22][C:21]([N+:24]([O-:26])=[O:25])=[CH:20][C:19]=1[F:27].C(=O)([O-])[O-].[Cs+].[Cs+], predict the reaction product. The product is: [F:27][C:19]1[CH:20]=[C:21]([N+:24]([O-:26])=[O:25])[CH:22]=[CH:23][C:18]=1[O:1][C:2]1[CH:3]=[CH:4][C:5]2[N:6]([N:8]=[C:9]([NH:11][C:12]([CH:14]3[CH2:15][CH2:16]3)=[O:13])[N:10]=2)[CH:7]=1. (3) Given the reactants [C:1]1([C@H:7]([NH:9][C:10]([NH2:12])=[O:11])[CH3:8])[CH:6]=[CH:5][CH:4]=[CH:3][CH:2]=1.C(OC([NH:23][C:24]1[C:32]2[C:27](=[CH:28][C:29](Cl)=[C:30]([C:33](OC)=[O:34])[CH:31]=2)[N:26]([C:38]([C:51]2[CH:56]=[CH:55][CH:54]=[CH:53][CH:52]=2)([C:45]2[CH:50]=[CH:49][CH:48]=[CH:47][CH:46]=2)[C:39]2[CH:44]=[CH:43][CH:42]=[CH:41][CH:40]=2)[N:25]=1)=O)C1C=CC=CC=1.C(=O)([O-])[O-].[Cs+].[Cs+], predict the reaction product. The product is: [NH2:23][C:24]1[C:32]2[CH:31]=[C:30]3[C:29](=[CH:28][C:27]=2[N:26]([C:38]([C:51]2[CH:56]=[CH:55][CH:54]=[CH:53][CH:52]=2)([C:39]2[CH:40]=[CH:41][CH:42]=[CH:43][CH:44]=2)[C:45]2[CH:50]=[CH:49][CH:48]=[CH:47][CH:46]=2)[N:25]=1)[NH:12][C:10](=[O:11])[N:9]([C@@H:7]([C:1]1[CH:6]=[CH:5][CH:4]=[CH:3][CH:2]=1)[CH3:8])[C:33]3=[O:34]. (4) Given the reactants [CH3:1][C:2]([C:8]1[CH:15]=[CH:14][C:11]([CH:12]=[O:13])=[CH:10][CH:9]=1)([CH3:7])[CH2:3][CH2:4][CH2:5][CH3:6].C(C(C1C=CC(C=O)=CC=1)(C)CC)C.[BH4-].[K+], predict the reaction product. The product is: [CH3:7][C:2]([C:8]1[CH:9]=[CH:10][C:11]([CH2:12][OH:13])=[CH:14][CH:15]=1)([CH3:1])[CH2:3][CH2:4][CH2:5][CH3:6]. (5) Given the reactants C([O-])(=O)C.[K+].[Br:6]Br.[CH2:8]([N:11]1[C:15]([CH2:16][CH:17]2[CH2:22][CH2:21][O:20][CH2:19][CH2:18]2)=[CH:14][C:13]([C:23]#[N:24])=[N:12]1)[CH2:9][CH3:10].S([O-])(O)=O.[Na+], predict the reaction product. The product is: [Br:6][C:14]1[C:13]([C:23]#[N:24])=[N:12][N:11]([CH2:8][CH2:9][CH3:10])[C:15]=1[CH2:16][CH:17]1[CH2:22][CH2:21][O:20][CH2:19][CH2:18]1. (6) Given the reactants [C:1](/[C:3](=[N:7]/[NH:8][C:9]1[CH:14]=[CH:13][C:12]([I:15])=[CH:11][C:10]=1[F:16])/[C:4]([NH2:6])=[O:5])#[N:2].[C:17](=[O:20])([O-])[O-].[K+].[K+].Br[CH2:24][C:25](OCC)=O.[CH3:30]N(C=O)C, predict the reaction product. The product is: [NH2:2][C:1]1[C:3]([C:4]([NH2:6])=[O:5])=[N:7][N:8]([C:9]2[CH:14]=[CH:13][C:12]([I:15])=[CH:11][C:10]=2[F:16])[C:30]=1[C:17](=[O:20])[CH2:24][CH3:25].